From a dataset of Full USPTO retrosynthesis dataset with 1.9M reactions from patents (1976-2016). Predict the reactants needed to synthesize the given product. (1) Given the product [CH3:1][O:2][CH2:3][CH2:4][NH:5][C:6]1[CH:14]=[CH:13][C:12]([C:15]([F:18])([F:17])[F:16])=[CH:11][C:7]=1[C:8]([NH:24][C:20]([CH3:21])([C:22]#[CH:23])[CH3:19])=[O:10], predict the reactants needed to synthesize it. The reactants are: [CH3:1][O:2][CH2:3][CH2:4][NH:5][C:6]1[CH:14]=[CH:13][C:12]([C:15]([F:18])([F:17])[F:16])=[CH:11][C:7]=1[C:8]([OH:10])=O.[CH3:19][C:20]([NH2:24])([C:22]#[CH:23])[CH3:21].C1C=CC2N(O)N=NC=2C=1.CCN=C=NCCCN(C)C.CCN(C(C)C)C(C)C. (2) Given the product [CH3:1][N:2]([CH3:18])[S:3]([N:6]1[C:10]([CH:21]=[O:22])=[CH:9][N:8]=[C:7]1[Si:11]([C:14]([CH3:15])([CH3:17])[CH3:16])([CH3:13])[CH3:12])(=[O:4])=[O:5], predict the reactants needed to synthesize it. The reactants are: [CH3:1][N:2]([CH3:18])[S:3]([N:6]1[CH:10]=[CH:9][N:8]=[C:7]1[Si:11]([C:14]([CH3:17])([CH3:16])[CH3:15])([CH3:13])[CH3:12])(=[O:5])=[O:4].C1C[O:22][CH2:21]C1.C([Li])(CC)C.CCCCCC. (3) Given the product [CH:25]1([C:2]2[CH:7]=[C:6]([C:8]([O:10][CH3:11])=[O:9])[C:5]([N:12]3[CH2:17][CH2:16][S:15][CH2:14][CH2:13]3)=[CH:4][C:3]=2[C:18]2[CH:23]=[CH:22][C:21]([F:24])=[CH:20][CH:19]=2)[CH2:27][CH2:26]1, predict the reactants needed to synthesize it. The reactants are: Br[C:2]1[CH:7]=[C:6]([C:8]([O:10][CH3:11])=[O:9])[C:5]([N:12]2[CH2:17][CH2:16][S:15][CH2:14][CH2:13]2)=[CH:4][C:3]=1[C:18]1[CH:23]=[CH:22][C:21]([F:24])=[CH:20][CH:19]=1.[CH:25]1(B(O)O)[CH2:27][CH2:26]1. (4) The reactants are: [CH3:1][CH:2]1[CH2:7][CH:6]([NH2:8])[CH2:5][CH:4]([CH3:9])[O:3]1.C(N(CC)C(C)C)(C)C.[C:19](O[C:19]([O:21][C:22]([CH3:25])([CH3:24])[CH3:23])=[O:20])([O:21][C:22]([CH3:25])([CH3:24])[CH3:23])=[O:20]. Given the product [CH3:1][C@@H:2]1[CH2:7][CH:6]([NH:8][C:19](=[O:20])[O:21][C:22]([CH3:25])([CH3:24])[CH3:23])[CH2:5][C@H:4]([CH3:9])[O:3]1, predict the reactants needed to synthesize it. (5) The reactants are: [CH3:1][O:2][C:3]1[CH:8]=[CH:7][C:6]([C@@H:9]2[C@@H:14]([O:15][CH2:16][C:17]3[CH:18]=[CH:19][C:20]4[O:25][CH2:24][CH2:23][N:22]([CH2:26][CH2:27][CH2:28][O:29][CH3:30])[C:21]=4[CH:31]=3)[CH2:13][N:12]([S:32]([C:35]3[CH:40]=[CH:39][C:38]([CH3:41])=[CH:37][CH:36]=3)(=[O:34])=[O:33])[C@H:11]([CH2:42][C:43]([CH3:48])([CH3:47])[C:44](O)=[O:45])[CH2:10]2)=[CH:5][CH:4]=1.[CH3:49][N:50]1[CH2:55][CH2:54][CH:53]([NH2:56])[CH2:52][CH2:51]1. Given the product [CH3:1][O:2][C:3]1[CH:4]=[CH:5][C:6]([C@@H:9]2[C@@H:14]([O:15][CH2:16][C:17]3[CH:18]=[CH:19][C:20]4[O:25][CH2:24][CH2:23][N:22]([CH2:26][CH2:27][CH2:28][O:29][CH3:30])[C:21]=4[CH:31]=3)[CH2:13][N:12]([S:32]([C:35]3[CH:40]=[CH:39][C:38]([CH3:41])=[CH:37][CH:36]=3)(=[O:33])=[O:34])[C@H:11]([CH2:42][C:43]([CH3:47])([CH3:48])[C:44]([NH:56][CH:53]3[CH2:54][CH2:55][N:50]([CH3:49])[CH2:51][CH2:52]3)=[O:45])[CH2:10]2)=[CH:7][CH:8]=1, predict the reactants needed to synthesize it.